This data is from Forward reaction prediction with 1.9M reactions from USPTO patents (1976-2016). The task is: Predict the product of the given reaction. (1) The product is: [NH2:36][C:22]1[N:23]=[CH:24][C:25]([C:8]2[CH:7]=[N:6][N:5]([CH2:4][C:3]([OH:2])=[O:11])[CH:9]=2)=[CH:26][C:21]=1[C:13]1[S:12][C:16]2[CH:17]=[CH:18][CH:19]=[CH:20][C:15]=2[N:14]=1. Given the reactants C[O:2][C:3](=[O:11])[CH2:4][N:5]1[CH:9]=[C:8](I)[CH:7]=[N:6]1.[S:12]1[C:16]2[CH:17]=[CH:18][CH:19]=[CH:20][C:15]=2[N:14]=[C:13]1[C:21]1[C:22]([NH2:36])=[N:23][CH:24]=[C:25](B2OC(C)(C)C(C)(C)O2)[CH:26]=1.[F-].[K+], predict the reaction product. (2) Given the reactants [O:1]1[CH2:6][CH2:5][N:4]([CH2:7][CH2:8][CH2:9][NH:10][C:11]2[N:16]=[C:15]([C:17]([O:19]CC)=[O:18])[CH:14]=[CH:13][C:12]=2[N+:22]([O-:24])=[O:23])[CH2:3][CH2:2]1.Cl, predict the reaction product. The product is: [O:1]1[CH2:6][CH2:5][N:4]([CH2:7][CH2:8][CH2:9][NH:10][C:11]2[N:16]=[C:15]([C:17]([OH:19])=[O:18])[CH:14]=[CH:13][C:12]=2[N+:22]([O-:24])=[O:23])[CH2:3][CH2:2]1. (3) Given the reactants [CH3:1][O:2][C:3]([C:5]1([C:8]([OH:10])=O)[CH2:7][CH2:6]1)=[O:4].CN(C(ON1N=NC2C=CC=NC1=2)=[N+](C)C)C.F[P-](F)(F)(F)(F)F.[Cl:35][C:36]1[CH:43]=[CH:42][CH:41]=[CH:40][C:37]=1[CH2:38][NH2:39], predict the reaction product. The product is: [Cl:35][C:36]1[CH:43]=[CH:42][CH:41]=[CH:40][C:37]=1[CH2:38][NH:39][C:8]([C:5]1([C:3]([O:2][CH3:1])=[O:4])[CH2:7][CH2:6]1)=[O:10]. (4) Given the reactants [H-].[Na+].[C:3](=[O:10])([O:7][CH2:8][CH3:9])OCC.[CH3:11][C:12]1([CH3:22])[C:20]2[C:15](=[CH:16][CH:17]=[CH:18][CH:19]=2)[C:14](=[O:21])[CH2:13]1.[CH3:23]I, predict the reaction product. The product is: [CH2:8]([O:7][C:3]([C:13]1([CH3:23])[C:14](=[O:21])[C:15]2[C:20](=[CH:19][CH:18]=[CH:17][CH:16]=2)[C:12]1([CH3:22])[CH3:11])=[O:10])[CH3:9]. (5) Given the reactants [C:1]([CH:4]([CH2:32][CH2:33][C:34]([F:37])([CH3:36])[CH3:35])[CH2:5][CH:6]([O:28][C:29](=[O:31])[CH3:30])[CH:7]([NH:15][C:16]([C:18]1[CH:27]=[N:26][C:25]2[C:20](=[CH:21][CH:22]=[CH:23][CH:24]=2)[N:19]=1)=[O:17])[CH2:8][C:9]1[CH:14]=[CH:13][CH:12]=[CH:11][CH:10]=1)(=[O:3])[NH2:2].CO[CH:40](OC)[N:41]([CH3:43])[CH3:42], predict the reaction product. The product is: [CH3:40][N:41]([CH:43]=[N:2][C:1]([CH:4]([CH2:32][CH2:33][C:34]([F:37])([CH3:36])[CH3:35])[CH2:5][CH:6]([O:28][C:29](=[O:31])[CH3:30])[CH:7]([NH:15][C:16]([C:18]1[CH:27]=[N:26][C:25]2[C:20](=[CH:21][CH:22]=[CH:23][CH:24]=2)[N:19]=1)=[O:17])[CH2:8][C:9]1[CH:10]=[CH:11][CH:12]=[CH:13][CH:14]=1)=[O:3])[CH3:42]. (6) Given the reactants Br[C:2]1[CH:16]=[C:15]2[C:5]([CH2:6][CH2:7][C:8]([CH3:18])([CH3:17])[C:9]32[CH2:13][O:12][C:11]([NH2:14])=[N:10]3)=[CH:4][CH:3]=1.[Cl:19][C:20]1[CH:21]=[CH:22][C:23]([C:26]([NH2:28])=[O:27])=[N:24][CH:25]=1.C(=O)([O-])[O-].[K+].[K+].CNCCNC, predict the reaction product. The product is: [NH2:14][C:11]1[O:12][CH2:13][C:9]2([C:15]3[C:5](=[CH:4][CH:3]=[C:2]([NH:28][C:26](=[O:27])[C:23]4[CH:22]=[CH:21][C:20]([Cl:19])=[CH:25][N:24]=4)[CH:16]=3)[CH2:6][CH2:7][C:8]2([CH3:18])[CH3:17])[N:10]=1.